This data is from Peptide-MHC class I binding affinity with 185,985 pairs from IEDB/IMGT. The task is: Regression. Given a peptide amino acid sequence and an MHC pseudo amino acid sequence, predict their binding affinity value. This is MHC class I binding data. (1) The peptide sequence is EVIRATYPS. The MHC is HLA-B40:01 with pseudo-sequence HLA-B40:01. The binding affinity (normalized) is 0.213. (2) The peptide sequence is AGRAWENTI. The MHC is HLA-A01:01 with pseudo-sequence HLA-A01:01. The binding affinity (normalized) is 0.370. (3) The peptide sequence is YVARVSSNSR. The MHC is HLA-A68:01 with pseudo-sequence HLA-A68:01. The binding affinity (normalized) is 0.969.